This data is from Full USPTO retrosynthesis dataset with 1.9M reactions from patents (1976-2016). The task is: Predict the reactants needed to synthesize the given product. (1) Given the product [Cl:1][C:2]1[C:7]([S:8]([CH3:11])(=[O:10])=[O:9])=[CH:6][C:5]([C:12]2[N:13]([C:33]([N:48]3[CH2:49][CH2:50][N:45]([CH:42]4[CH2:43][CH2:44][S:40](=[O:51])(=[O:39])[CH2:41]4)[CH2:46][CH2:47]3)=[O:34])[C@@:14]([C:26]3[CH:27]=[CH:28][C:29]([Cl:32])=[CH:30][CH:31]=3)([CH3:25])[C@@:15]([C:18]3[CH:19]=[CH:20][C:21]([Cl:24])=[CH:22][CH:23]=3)([CH3:17])[N:16]=2)=[C:4]([O:36][CH2:37][CH3:38])[CH:3]=1, predict the reactants needed to synthesize it. The reactants are: [Cl:1][C:2]1[C:7]([S:8]([CH3:11])(=[O:10])=[O:9])=[CH:6][C:5]([C:12]2[N:13]([C:33](Cl)=[O:34])[C@@:14]([C:26]3[CH:31]=[CH:30][C:29]([Cl:32])=[CH:28][CH:27]=3)([CH3:25])[C@@:15]([C:18]3[CH:23]=[CH:22][C:21]([Cl:24])=[CH:20][CH:19]=3)([CH3:17])[N:16]=2)=[C:4]([O:36][CH2:37][CH3:38])[CH:3]=1.[O:39]=[S:40]1(=[O:51])[CH2:44][CH2:43][CH:42]([N:45]2[CH2:50][CH2:49][NH:48][CH2:47][CH2:46]2)[CH2:41]1. (2) Given the product [CH3:1][C:2]1([CH3:37])[C:6]2([CH2:10][CH2:9][N:8]([C:11]([C:13]3([C:16]4[CH:21]=[CH:20][C:19]([N:22]5[CH2:27][CH2:26][N:25]([C:28]([O:30][CH3:31])=[O:29])[CH2:24][CH2:23]5)=[CH:18][C:17]=4[F:35])[CH2:15][CH2:14]3)=[O:12])[CH2:7]2)[O:5][C:4](=[O:36])[CH2:3]1, predict the reactants needed to synthesize it. The reactants are: [CH3:1][C:2]1([CH3:37])[C:6]2([CH2:10][CH2:9][N:8]([C:11]([C:13]3([C:16]4[CH:21]=[CH:20][C:19]([N:22]5[CH2:27][CH2:26][N:25]([C:28]([O:30][C:31](C)(C)C)=[O:29])[CH2:24][CH2:23]5)=[CH:18][C:17]=4[F:35])[CH2:15][CH2:14]3)=[O:12])[CH2:7]2)[O:5][C:4](=[O:36])[CH2:3]1.C(O)(C(F)(F)F)=O.C(Cl)Cl.C(N(CC)CC)C.ClC(OC)=O. (3) The reactants are: [Cl-].[Al+3].[Cl-].[Cl-].C[O:6][C:7]1[CH:12]=[C:11]([F:13])[CH:10]=[C:9]([O:14][CH3:15])[CH:8]=1.C[O:17][C:18]1[CH:23]=[CH:22][C:21]([CH2:24][C:25](Cl)=[O:26])=[CH:20][CH:19]=1. Given the product [F:13][C:11]1[C:10]2[C:25](=[O:26])[C:24]([C:21]3[CH:22]=[CH:23][C:18]([OH:17])=[CH:19][CH:20]=3)=[CH:15][O:14][C:9]=2[CH:8]=[C:7]([OH:6])[CH:12]=1, predict the reactants needed to synthesize it.